Dataset: Retrosynthesis with 50K atom-mapped reactions and 10 reaction types from USPTO. Task: Predict the reactants needed to synthesize the given product. (1) Given the product C[Si](C)(C)CCOC(=O)C[C@]1(c2ccc(-c3ccc4sccc4c3)s2)CCCCS1(=O)=O, predict the reactants needed to synthesize it. The reactants are: CC1(C)OB(c2ccc3sccc3c2)OC1(C)C.C[Si](C)(C)CCOC(=O)C[C@]1(c2ccc(Br)s2)CCCCS1(=O)=O. (2) Given the product CC(C(=O)OC(C)(C)C)c1ccc(Oc2ccc(NC(=O)c3ccc(Cl)c(Cl)c3)cc2)c(C#N)c1, predict the reactants needed to synthesize it. The reactants are: CC(C(=O)OC(C)(C)C)c1ccc(F)c(C#N)c1.O=C(Nc1ccc(O)cc1)c1ccc(Cl)c(Cl)c1. (3) Given the product NNC(=O)c1ccc(NC(=O)c2ccccc2F)cc1F, predict the reactants needed to synthesize it. The reactants are: COC(=O)c1ccc(NC(=O)c2ccccc2F)cc1F.NN. (4) Given the product CNS(=O)(=O)c1cncc(N)c1, predict the reactants needed to synthesize it. The reactants are: CNS(=O)(=O)c1cncc(Br)c1.[NH4+]. (5) Given the product COC(=O)[C@H]1CCC(=O)N1C, predict the reactants needed to synthesize it. The reactants are: CI.COC(=O)[C@H]1CCC(=O)N1. (6) Given the product COC(=O)COc1ccc(Oc2cc(-n3c(=O)cc(C(F)(F)F)n(C)c3=O)c(F)cc2N)cn1, predict the reactants needed to synthesize it. The reactants are: COC(=O)COc1ccc(Oc2cc(-n3c(=O)cc(C(F)(F)F)n(C)c3=O)c(F)cc2[N+](=O)[O-])cn1. (7) Given the product COc1cccc2[nH]cc(C=C3C(=O)OC(C)(C)OC3=O)c12, predict the reactants needed to synthesize it. The reactants are: CC1(C)OC(=O)CC(=O)O1.COc1cccc2[nH]cc(C=O)c12. (8) Given the product Nc1cnc(-c2ccc(-c3cccnc3N3CCCC3)cc2F)cn1, predict the reactants needed to synthesize it. The reactants are: Nc1cnc(-c2ccc(Br)cc2F)cn1.OB(O)c1cccnc1N1CCCC1. (9) Given the product COC(=O)C1CNCC2(CCN(C(=O)OC(C)(C)C)CC2)O1, predict the reactants needed to synthesize it. The reactants are: COC(=O)C1CN(Cc2ccccc2)CC2(CCN(C(=O)OC(C)(C)C)CC2)O1. (10) The reactants are: O=C(O)c1ccc(B(O)O)cc1.O=S(=O)(OC1=CCC2(CC1)OCCO2)C(F)(F)F. Given the product O=C(O)c1ccc(C2=CCC3(CC2)OCCO3)cc1, predict the reactants needed to synthesize it.